Dataset: Full USPTO retrosynthesis dataset with 1.9M reactions from patents (1976-2016). Task: Predict the reactants needed to synthesize the given product. (1) Given the product [F:1][C:2]1[CH:11]=[C:10]2[C:5]([C:6]([NH:19][C:20]3[CH:21]=[C:22]([CH:26]=[C:27]([N:29]4[CH2:34][CH2:33][O:32][CH2:31][CH2:30]4)[CH:28]=3)[C:23]([NH2:39])=[O:24])=[C:7]([CH3:18])[C:8]([C:12]3[CH:17]=[CH:16][CH:15]=[CH:14][N:13]=3)=[N:9]2)=[CH:4][CH:3]=1, predict the reactants needed to synthesize it. The reactants are: [F:1][C:2]1[CH:11]=[C:10]2[C:5]([C:6]([NH:19][C:20]3[CH:21]=[C:22]([CH:26]=[C:27]([N:29]4[CH2:34][CH2:33][O:32][CH2:31][CH2:30]4)[CH:28]=3)[C:23](O)=[O:24])=[C:7]([CH3:18])[C:8]([C:12]3[CH:17]=[CH:16][CH:15]=[CH:14][N:13]=3)=[N:9]2)=[CH:4][CH:3]=1.C(Cl)CCl.[NH3:39].O1CCOCC1. (2) Given the product [OH:4][NH:3][C:6]1[CH:7]=[CH:8][C:9]([N:12]2[C:16]([C:17]([F:18])([F:19])[F:20])=[CH:15][C:14]([C:21]([F:24])([F:22])[F:23])=[N:13]2)=[CH:10][CH:11]=1, predict the reactants needed to synthesize it. The reactants are: [Cl-].[NH4+].[N+:3]([C:6]1[CH:11]=[CH:10][C:9]([N:12]2[C:16]([C:17]([F:20])([F:19])[F:18])=[CH:15][C:14]([C:21]([F:24])([F:23])[F:22])=[N:13]2)=[CH:8][CH:7]=1)([O-])=[O:4].